This data is from Catalyst prediction with 721,799 reactions and 888 catalyst types from USPTO. The task is: Predict which catalyst facilitates the given reaction. (1) Reactant: CS(O[CH2:6][CH2:7][CH:8]([CH3:16])[C:9]([F:15])([F:14])[C:10]([F:13])([F:12])[F:11])(=O)=O.[F:17][C:18]([F:30])([F:29])[CH2:19][CH2:20][S:21]([CH2:24][C:25]([O:27][CH3:28])=[O:26])(=[O:23])=[O:22].C(=O)([O-])[O-].[K+].[K+].Cl. Product: [F:15][C:9]([F:14])([C:10]([F:11])([F:12])[F:13])[CH:8]([CH3:16])[CH2:7][CH2:6][CH:24]([S:21]([CH2:20][CH2:19][C:18]([F:29])([F:30])[F:17])(=[O:23])=[O:22])[C:25]([O:27][CH3:28])=[O:26]. The catalyst class is: 16. (2) Reactant: FC(F)(F)C(O)=O.C(OC([N:15]1[C:19](=[O:20])[CH2:18][C:17]2([CH2:25][CH2:24][C:23]([N:32]([CH3:34])[CH3:33])([C:26]3[S:27][C:28]([F:31])=[CH:29][CH:30]=3)[CH2:22][CH2:21]2)[CH2:16]1)=O)(C)(C)C. Product: [CH3:33][N:32]([CH3:34])[C:23]1([C:26]2[S:27][C:28]([F:31])=[CH:29][CH:30]=2)[CH2:24][CH2:25][C:17]2([CH2:16][NH:15][C:19](=[O:20])[CH2:18]2)[CH2:21][CH2:22]1. The catalyst class is: 2. (3) Reactant: [CH3:1][O:2][C:3]1[CH:4]=[C:5]([C:9]2[CH:17]=[CH:16][CH:15]=[C:14]3[C:10]=2[CH2:11][C:12](=[O:18])[NH:13]3)[CH:6]=[CH:7][CH:8]=1.[CH2:19]([N:21]([CH2:35][CH3:36])[CH2:22][CH2:23][NH:24][C:25]([C:27]1[NH:28][C:29]([CH:33]=O)=[C:30]([CH3:32])[CH:31]=1)=[O:26])[CH3:20]. Product: [CH2:35]([N:21]([CH2:19][CH3:20])[CH2:22][CH2:23][NH:24][C:25]([C:27]1[NH:28][C:29]([CH:33]=[C:11]2[C:10]3[C:14](=[CH:15][CH:16]=[CH:17][C:9]=3[C:5]3[CH:6]=[CH:7][CH:8]=[C:3]([O:2][CH3:1])[CH:4]=3)[NH:13][C:12]2=[O:18])=[C:30]([CH3:32])[CH:31]=1)=[O:26])[CH3:36]. The catalyst class is: 360. (4) Reactant: Br[CH2:2][C:3]1[C:7]([CH2:8]Br)=[CH:6][N:5]([CH3:10])[N:4]=1.[NH2:11][C:12]1[CH:20]=[CH:19][C:18]2[N:17]3[C:21](=[O:29])[O:22][C@@H:23]([CH2:24][NH:25][C:26](=[O:28])[CH3:27])[C@@H:16]3[CH2:15][C:14]=2[CH:13]=1.C([O-])([O-])=O.[K+].[K+].CN(C=O)C. Product: [CH3:10][N:5]1[CH:6]=[C:7]2[CH2:8][N:11]([C:12]3[CH:20]=[CH:19][C:18]4[N:17]5[C:21](=[O:29])[O:22][C@@H:23]([CH2:24][NH:25][C:26](=[O:28])[CH3:27])[C@@H:16]5[CH2:15][C:14]=4[CH:13]=3)[CH2:2][C:3]2=[N:4]1. The catalyst class is: 34. (5) Reactant: [CH2:1]1[C:9]2[C:4](=[CH:5][CH:6]=[CH:7][CH:8]=2)[CH2:3][CH:2]1[N:10]1[C:14]([C:15]2[CH:20]=[CH:19][CH:18]=[CH:17][CH:16]=2)=[C:13]([C:21]([N:23]2[CH2:28][CH2:27][N:26]([C:29]([O:31][C:32]([CH3:35])([CH3:34])[CH3:33])=[O:30])[CH2:25][C@H:24]2[CH2:36][NH:37][CH:38]([CH3:40])[CH3:39])=[O:22])[N:12]=[CH:11]1.[C:41]([NH2:48])(=[O:47])[CH2:42][CH2:43][C:44](O)=[O:45].CCN=C=NCCCN(C)C.Cl.C1C=CC2N(O)N=NC=2C=1. Product: [NH2:48][C:41](=[O:47])[CH2:42][CH2:43][C:44]([N:37]([CH2:36][C@H:24]1[N:23]([C:21]([C:13]2[N:12]=[CH:11][N:10]([CH:2]3[CH2:3][C:4]4[C:9](=[CH:8][CH:7]=[CH:6][CH:5]=4)[CH2:1]3)[C:14]=2[C:15]2[CH:16]=[CH:17][CH:18]=[CH:19][CH:20]=2)=[O:22])[CH2:28][CH2:27][N:26]([C:29]([O:31][C:32]([CH3:33])([CH3:34])[CH3:35])=[O:30])[CH2:25]1)[CH:38]([CH3:40])[CH3:39])=[O:45]. The catalyst class is: 136. (6) Reactant: [CH:1]1([C:4]2[CH:5]=[N:6][C:7]([NH:14][C:15]3[CH:16]=[C:17]4[C:21](=[CH:22][CH:23]=3)[N:20]([C:24]3[CH:29]=[CH:28][C:27]([F:30])=[CH:26][CH:25]=3)[CH:19]=[CH:18]4)=[C:8]([CH:13]=2)[C:9]([O:11]C)=[O:10])[CH2:3][CH2:2]1.[OH-].[Na+]. Product: [CH:1]1([C:4]2[CH:5]=[N:6][C:7]([NH:14][C:15]3[CH:16]=[C:17]4[C:21](=[CH:22][CH:23]=3)[N:20]([C:24]3[CH:25]=[CH:26][C:27]([F:30])=[CH:28][CH:29]=3)[CH:19]=[CH:18]4)=[C:8]([CH:13]=2)[C:9]([OH:11])=[O:10])[CH2:2][CH2:3]1. The catalyst class is: 111. (7) The catalyst class is: 8. Product: [NH2:16][C:14]1[S:15][CH:8]=[C:7]([C:6]2[CH:11]=[CH:12][C:3]([C:1]#[N:2])=[CH:4][CH:5]=2)[N:13]=1. Reactant: [C:1]([C:3]1[CH:12]=[CH:11][C:6]([C:7](=O)[CH2:8]Br)=[CH:5][CH:4]=1)#[N:2].[NH2:13][C:14]([NH2:16])=[S:15].C(=O)(O)[O-].[Na+].